Dataset: Full USPTO retrosynthesis dataset with 1.9M reactions from patents (1976-2016). Task: Predict the reactants needed to synthesize the given product. (1) Given the product [OH:49][CH2:48][C:47]([CH3:51])([CH3:50])[CH2:46][NH:45][C:42]([C:29]1[N:30]([CH2:34][C:35]2[CH:40]=[CH:39][CH:38]=[C:37]([CH3:41])[CH:36]=2)[C:31]2[C:27]([CH:28]=1)=[CH:26][C:25]([Cl:24])=[CH:33][CH:32]=2)=[O:43], predict the reactants needed to synthesize it. The reactants are: Cl.CN(C)CCCN=C=NCC.O.ON1C2C=CC=CC=2N=N1.[Cl:24][C:25]1[CH:26]=[C:27]2[C:31](=[CH:32][CH:33]=1)[N:30]([CH2:34][C:35]1[CH:40]=[CH:39][CH:38]=[C:37]([CH3:41])[CH:36]=1)[C:29]([C:42](O)=[O:43])=[CH:28]2.[NH2:45][CH2:46][C:47]([CH3:51])([CH3:50])[CH2:48][OH:49]. (2) Given the product [Br:26][C:27]1[C:32]2[O:33][CH2:34][CH2:35][NH:36][C:31]=2[CH:30]=[CH:29][CH:28]=1, predict the reactants needed to synthesize it. The reactants are: BrC1C2C1CNC1C=CC=CC=12.BrC1C2C3CC3C(=O)NC=2C=CC=1.[Br:26][C:27]1[C:32]2[O:33][CH2:34][C:35](=O)[NH:36][C:31]=2[CH:30]=[CH:29][CH:28]=1. (3) Given the product [OH:2][C:3]1[C:8]([C:9](=[O:20])[NH:10][CH2:11][CH2:12][CH2:13][N:14]2[CH2:18][CH2:17][CH2:16][C:15]2=[O:19])=[CH:7][C:6]([NH:21][C:22]([C:24]2[N:25]=[C:26]([CH:29]3[CH2:30][CH2:31]3)[O:27][CH:28]=2)=[O:23])=[C:5]([N:32]2[CH2:33][CH2:34][N:35]([C:38]3[CH:43]=[CH:42][CH:41]=[CH:40][C:39]=3[CH3:44])[CH2:36][CH2:37]2)[CH:4]=1, predict the reactants needed to synthesize it. The reactants are: C[O:2][C:3]1[C:8]([C:9](=[O:20])[NH:10][CH2:11][CH2:12][CH2:13][N:14]2[CH2:18][CH2:17][CH2:16][C:15]2=[O:19])=[CH:7][C:6]([NH:21][C:22]([C:24]2[N:25]=[C:26]([CH:29]3[CH2:31][CH2:30]3)[O:27][CH:28]=2)=[O:23])=[C:5]([N:32]2[CH2:37][CH2:36][N:35]([C:38]3[CH:43]=[CH:42][CH:41]=[CH:40][C:39]=3[CH3:44])[CH2:34][CH2:33]2)[CH:4]=1.[Br-].[Mg+2].[Br-]. (4) Given the product [Cl:3][C:4]1[C:5]([CH3:33])=[C:6]([C:12]2[CH:16]=[CH:15][N:14]([CH2:17][C@@H:18]([NH:20][C:21]([C:23]3[N:24]=[C:25]([CH2:28][OH:29])[S:26][CH:27]=3)=[O:22])[CH3:19])[N:13]=2)[CH:7]=[CH:8][C:9]=1[C:10]#[N:11], predict the reactants needed to synthesize it. The reactants are: [BH4-].[Na+].[Cl:3][C:4]1[C:5]([CH3:33])=[C:6]([C:12]2[CH:16]=[CH:15][N:14]([CH2:17][C@@H:18]([NH:20][C:21]([C:23]3[N:24]=[C:25]([C:28](OCC)=[O:29])[S:26][CH:27]=3)=[O:22])[CH3:19])[N:13]=2)[CH:7]=[CH:8][C:9]=1[C:10]#[N:11]. (5) Given the product [CH2:1]([O:3][C:4](=[O:33])[CH2:5][N:6]([S:37]([N:36]([CH2:41][CH3:42])[CH2:34][CH3:35])(=[O:39])=[O:38])[CH2:7][C:8]1[CH:13]=[CH:12][CH:11]=[C:10]([O:14][CH2:15][CH2:16][C:17]2[N:18]=[C:19]([C:23]3[CH:28]=[CH:27][C:26]([C:29]([F:30])([F:32])[F:31])=[CH:25][CH:24]=3)[O:20][C:21]=2[CH3:22])[CH:9]=1)[CH3:2], predict the reactants needed to synthesize it. The reactants are: [CH2:1]([O:3][C:4](=[O:33])[CH2:5][NH:6][CH2:7][C:8]1[CH:13]=[CH:12][CH:11]=[C:10]([O:14][CH2:15][CH2:16][C:17]2[N:18]=[C:19]([C:23]3[CH:28]=[CH:27][C:26]([C:29]([F:32])([F:31])[F:30])=[CH:25][CH:24]=3)[O:20][C:21]=2[CH3:22])[CH:9]=1)[CH3:2].[CH2:34]([N:36]([CH2:41][CH3:42])[S:37](Cl)(=[O:39])=[O:38])[CH3:35].C(N(CC)CC)C.